This data is from Retrosynthesis with 50K atom-mapped reactions and 10 reaction types from USPTO. The task is: Predict the reactants needed to synthesize the given product. (1) Given the product COc1ncc(N2CCOc3cnc(O[C@H]4CCNC4)cc32)cc1C, predict the reactants needed to synthesize it. The reactants are: COc1ncc(N2CCOc3cnc(O[C@H]4CCN(C(=O)OC(C)(C)C)C4)cc32)cc1C. (2) Given the product Cc1nn(-c2ncccc2C#N)cc1C=O, predict the reactants needed to synthesize it. The reactants are: Cc1n[nH]cc1C=O.N#Cc1cccnc1F.